Dataset: Full USPTO retrosynthesis dataset with 1.9M reactions from patents (1976-2016). Task: Predict the reactants needed to synthesize the given product. Given the product [OH:43][C:44]([C:21]1[CH:20]=[C:19]([N:18]2[C:14]([NH:13][C:12]([NH:11][C:1]3[C:10]4[C:5](=[CH:6][CH:7]=[CH:8][CH:9]=4)[CH:4]=[CH:3][CH:2]=3)=[O:36])=[CH:15][C:16]([C:30]3[CH:35]=[CH:34][CH:33]=[CH:32][CH:31]=3)=[N:17]2)[CH:29]=[CH:28][CH:27]=1)([CH3:40])[CH3:37], predict the reactants needed to synthesize it. The reactants are: [C:1]1([NH:11][C:12](=[O:36])[NH:13][C:14]2[N:18]([C:19]3[CH:20]=[C:21]([CH:27]=[CH:28][CH:29]=3)C(OCC)=O)[N:17]=[C:16]([C:30]3[CH:35]=[CH:34][CH:33]=[CH:32][CH:31]=3)[CH:15]=2)[C:10]2[C:5](=[CH:6][CH:7]=[CH:8][CH:9]=2)[CH:4]=[CH:3][CH:2]=1.[CH3:37][Mg+].[Br-].[CH2:40]1[CH2:44][O:43]CC1.